Dataset: HIV replication inhibition screening data with 41,000+ compounds from the AIDS Antiviral Screen. Task: Binary Classification. Given a drug SMILES string, predict its activity (active/inactive) in a high-throughput screening assay against a specified biological target. (1) The drug is Cc1ccc(N=NC(=NNC(=O)c2cc(Cl)ccc2C(=O)c2ccccc2)c2ccc(N(CCC#N)CCC#N)cc2C)cc1. The result is 0 (inactive). (2) The molecule is Clc1ccc(CSc2cnnc3c(Br)cccc23)c(Cl)c1. The result is 0 (inactive). (3) The compound is O=C(C=Cc1ccc(Cl)c(Cl)c1)c1ccccc1. The result is 0 (inactive). (4) The molecule is CC(=O)NNc1nc(C)c(C(=O)C=Cc2ccc(C=CC(=O)c3sc(NNC(C)=O)nc3C)cc2)s1. The result is 0 (inactive). (5) The drug is COc1cc2c(c(O)c1O)C(=O)C1CCC(=O)N1C2c1cccc2ccccc12. The result is 0 (inactive). (6) The compound is Oc1cccc2c1N1CCN2CC1. The result is 0 (inactive). (7) The drug is CC(=O)OC1CC2CCC1(C)C2(C)C.CC(=O)OC1CC2CCC1(C)C2(C)C. The result is 0 (inactive). (8) The molecule is COc1cc2c[n+](C)c3c(c2cc1OC)Cc1cc(OS(C)(=O)=O)c(OC)cc1-3. The result is 0 (inactive).